This data is from Full USPTO retrosynthesis dataset with 1.9M reactions from patents (1976-2016). The task is: Predict the reactants needed to synthesize the given product. (1) Given the product [N:1]12[CH2:7][C@H:4]([CH2:5][CH2:6]1)[C@H:3]([O:8][C:12](=[O:13])[NH:11][C:14]([C:17]1[CH:22]=[CH:21][CH:20]=[C:19]([C:23]([CH3:25])=[CH2:24])[CH:18]=1)([CH3:16])[CH3:15])[CH2:2]2, predict the reactants needed to synthesize it. The reactants are: [N:1]12[CH2:7][C@H:4]([CH2:5][CH2:6]1)[C@H:3]([OH:8])[CH2:2]2.[H-].[Na+].[N:11]([C:14]([C:17]1[CH:22]=[CH:21][CH:20]=[C:19]([C:23]([CH3:25])=[CH2:24])[CH:18]=1)([CH3:16])[CH3:15])=[C:12]=[O:13]. (2) Given the product [CH2:22]([O:24][C:25]([C:27]1([CH2:41][O:1][C:2]2[CH:3]=[CH:4][C:5]([C:8]3[CH:13]=[CH:12][C:11]([C:14]#[N:15])=[CH:10][CH:9]=3)=[CH:6][CH:7]=2)[CH2:31][CH2:30][N:29]([C:32](=[O:40])[C:33]2[CH:34]=[CH:35][C:36]([F:39])=[CH:37][CH:38]=2)[CH2:28]1)=[O:26])[CH3:23], predict the reactants needed to synthesize it. The reactants are: [OH:1][C:2]1[CH:7]=[CH:6][C:5]([C:8]2[CH:13]=[CH:12][C:11]([C:14]#[N:15])=[CH:10][CH:9]=2)=[CH:4][CH:3]=1.C(=O)([O-])[O-].[K+].[K+].[CH2:22]([O:24][C:25]([C:27]1([CH2:41]I)[CH2:31][CH2:30][N:29]([C:32](=[O:40])[C:33]2[CH:38]=[CH:37][C:36]([F:39])=[CH:35][CH:34]=2)[CH2:28]1)=[O:26])[CH3:23]. (3) Given the product [C:29]1([C:35]2[C:39]([NH:40][CH2:20][C:21]3[CH:26]=[CH:25][CH:24]=[CH:23][CH:22]=3)=[C:38]([C:41]3[CH:42]=[CH:43][CH:44]=[CH:45][CH:46]=3)[NH:37][N:36]=2)[CH:34]=[CH:33][CH:32]=[CH:31][CH:30]=1, predict the reactants needed to synthesize it. The reactants are: OC1C2N=NNC=2C=CC=1.C(N=C=NC(C)C)(C)C.[C:20](O)(=O)[C:21]1[CH:26]=[CH:25][CH:24]=[CH:23][CH:22]=1.[C:29]1([C:35]2[C:39]([NH2:40])=[C:38]([C:41]3[CH:46]=[CH:45][CH:44]=[CH:43][CH:42]=3)[NH:37][N:36]=2)[CH:34]=[CH:33][CH:32]=[CH:31][CH:30]=1. (4) Given the product [C:4]([O:6][CH:7]([CH3:9])[CH3:8])(=[O:5])/[CH:3]=[CH:2]/[C:1]([O:11][CH:12]([CH3:14])[CH3:13])=[O:10].[C:15]([O:22][CH:23]([CH3:25])[CH3:24])(=[O:21])/[CH:16]=[CH:17]/[C:18]([O-:20])=[O:19].[C:26]([O:36][CH2:37][CH3:38])(=[O:35])[CH:27]=[CH:28][C:29]1[CH:30]=[CH:31][CH:32]=[CH:33][CH:34]=1, predict the reactants needed to synthesize it. The reactants are: [C:1]([O:11][CH:12]([CH3:14])[CH3:13])(=[O:10])/[CH:2]=[CH:3]/[C:4]([O:6][CH:7]([CH3:9])[CH3:8])=[O:5].[C:15]([O:22][CH:23]([CH3:25])[CH3:24])(=[O:21])/[CH:16]=[CH:17]/[C:18]([O-:20])=[O:19].[C:26]([O:36][CH2:37][CH3:38])(=[O:35])[CH:27]=[CH:28][C:29]1[CH:34]=[CH:33][CH:32]=[CH:31][CH:30]=1.C(OOC(C)(C)C)(=O)C(C)(C)C. (5) Given the product [F:31][C:32]1[CH:33]=[CH:34][C:35]([N:38]2[C:16]3[C:11](=[CH:12][C:13]([CH:17]([C:25]4[CH:30]=[CH:29][CH:28]=[CH:27][CH:26]=4)[CH:18]([CH2:22][CH2:23][CH3:24])[C:19]([NH2:66])=[O:21])=[CH:14][CH:15]=3)[CH:40]=[N:39]2)=[CH:36][CH:37]=1, predict the reactants needed to synthesize it. The reactants are: FC1C=CC(N2[C:16]3[C:11](=[CH:12][C:13]([CH:17]([C:25]4[CH:30]=[CH:29][CH:28]=[CH:27][CH:26]=4)[CH:18]([CH2:22][CH2:23][CH3:24])[C:19]([OH:21])=O)=[CH:14][CH:15]=3)C=N2)=CC=1.[F:31][C:32]1[CH:37]=[CH:36][C:35]([N:38]2C3C(=CC(C(C4C=CC=CC=4)C(C)(C)CN)=CC=3)[CH:40]=[N:39]2)=[CH:34][CH:33]=1.FC1C=CC([N:66]2C3C(=CC(C(C4C=CC=CC=4)C(CCC)C(F)=O)=CC=3)C=N2)=CC=1.N. (6) Given the product [Br:25][C:23]1[N:24]=[C:20]([C:2]2[CH:7]=[C:6]([C:8]3[CH:13]=[CH:12][C:11]([C:14]([F:17])([F:16])[F:15])=[CH:10][CH:9]=3)[CH:5]=[C:4]([CH3:18])[N:3]=2)[S:21][CH:22]=1, predict the reactants needed to synthesize it. The reactants are: I[C:2]1[CH:7]=[C:6]([C:8]2[CH:13]=[CH:12][C:11]([C:14]([F:17])([F:16])[F:15])=[CH:10][CH:9]=2)[CH:5]=[C:4]([CH3:18])[N:3]=1.Br[C:20]1[S:21][CH:22]=[C:23]([Br:25])[N:24]=1. (7) Given the product [Cl:1][C:2]1[CH:7]=[CH:6][N:5]=[C:4]2[CH:8]=[C:9]([C:11]([Cl:18])=[O:13])[S:10][C:3]=12, predict the reactants needed to synthesize it. The reactants are: [Cl:1][C:2]1[CH:7]=[CH:6][N:5]=[C:4]2[CH:8]=[C:9]([C:11]([O-:13])=O)[S:10][C:3]=12.[Li+].C(Cl)(=O)C([Cl:18])=O. (8) Given the product [Cl:1][C:2]1[C:3]([S:16]([N:24]2[CH2:25][CH2:26][CH2:27][C@H:23]2[CH2:22][O:21][CH3:20])(=[O:18])=[O:17])=[CH:4][C:5]2[C:6](=[O:15])[C:7]3[N:8]([CH2:11][CH2:12][CH2:13][N:14]=3)[C:9]=2[CH:10]=1, predict the reactants needed to synthesize it. The reactants are: [Cl:1][C:2]1[C:3]([S:16](Cl)(=[O:18])=[O:17])=[CH:4][C:5]2[C:6](=[O:15])[C:7]3[N:8]([CH2:11][CH2:12][CH2:13][N:14]=3)[C:9]=2[CH:10]=1.[CH3:20][O:21][CH2:22][C@@H:23]1[CH2:27][CH2:26][CH2:25][NH:24]1. (9) Given the product [F:16][C:17]1[CH:22]=[CH:21][C:20]([NH:23][C:24]([NH:11][C:9]2[S:10][C:6]3[CH:5]=[C:4]([O:3][C:2]([F:1])([F:14])[F:15])[CH:13]=[CH:12][C:7]=3[N:8]=2)=[S:25])=[CH:19][CH:18]=1, predict the reactants needed to synthesize it. The reactants are: [F:1][C:2]([F:15])([F:14])[O:3][C:4]1[CH:13]=[CH:12][C:7]2[N:8]=[C:9]([NH2:11])[S:10][C:6]=2[CH:5]=1.[F:16][C:17]1[CH:22]=[CH:21][C:20]([N:23]=[C:24]=[S:25])=[CH:19][CH:18]=1. (10) The reactants are: CON(C)[C:4]([C:6]1[C:15](=[O:16])[C:14]2[C:9](=[CH:10][CH:11]=[CH:12][CH:13]=2)[N:8]([CH2:17][C:18]2[CH:23]=[CH:22][CH:21]=[C:20]([Br:24])[N:19]=2)[CH:7]=1)=[O:5]. Given the product [Br:24][C:20]1[N:19]=[C:18]([CH2:17][N:8]2[C:9]3[C:14](=[CH:13][CH:12]=[CH:11][CH:10]=3)[C:15](=[O:16])[C:6]([C:4](=[O:5])[C:11]3[CH:10]=[CH:9][C:14]([CH2:15][CH3:6])=[CH:13][CH:12]=3)=[CH:7]2)[CH:23]=[CH:22][CH:21]=1, predict the reactants needed to synthesize it.